This data is from Full USPTO retrosynthesis dataset with 1.9M reactions from patents (1976-2016). The task is: Predict the reactants needed to synthesize the given product. (1) Given the product [CH3:9][O:8][C:7]1[CH:2]=[C:3](/[CH:10]=[CH:11]/[C:12]2[CH:13]=[C:14]([C:16]3[CH:21]=[CH:20][CH:19]=[CH:18][CH:17]=3)[NH:25][N:24]=2)[CH:4]=[CH:5][C:6]=1[OH:23], predict the reactants needed to synthesize it. The reactants are: O[C:2]1[C:7]([O:8][CH3:9])=[CH:6][CH:5]=[CH:4][C:3]=1[CH:10]=[CH:11][C:12](=O)[CH2:13][C:14]([C:16]1[CH:21]=[CH:20][CH:19]=[CH:18][CH:17]=1)=O.[OH2:23].[NH2:24][NH2:25].FC(F)(F)C([O-])=O. (2) Given the product [NH2:4][C:69]([C:65]1([NH:64][C:62](=[O:63])[C:58]2[CH:59]=[CH:60][CH:61]=[C:56]([N:50]3[C:51]4[C:47](=[C:46]([NH:45][CH2:44][C:43]([OH:76])([C:72]([F:75])([F:73])[F:74])[CH2:42][C:41]([C:39]5[CH:40]=[C:35]([F:34])[CH:36]=[CH:37][C:38]=5[O:79][CH3:80])([CH3:77])[CH3:78])[CH:54]=[C:53]([CH3:55])[CH:52]=4)[CH:48]=[N:49]3)[CH:57]=2)[CH2:68][CH2:67][CH2:66]1)=[O:71], predict the reactants needed to synthesize it. The reactants are: C([N:4](CC)C(C)C)(C)C.CN(C(ON1N=NC2C=CC=NC1=2)=[N+](C)C)C.F[P-](F)(F)(F)(F)F.[F:34][C:35]1[CH:36]=[CH:37][C:38]([O:79][CH3:80])=[C:39]([C:41]([CH3:78])([CH3:77])[CH2:42][C:43]([OH:76])([C:72]([F:75])([F:74])[F:73])[CH2:44][NH:45][C:46]2[CH:54]=[C:53]([CH3:55])[CH:52]=[C:51]3[C:47]=2[CH:48]=[N:49][N:50]3[C:56]2[CH:57]=[C:58]([C:62]([NH:64][C:65]3([C:69]([OH:71])=O)[CH2:68][CH2:67][CH2:66]3)=[O:63])[CH:59]=[CH:60][CH:61]=2)[CH:40]=1.N. (3) The reactants are: [CH3:1][O:2][C:3]1[C:11]2[O:10][C:9]([CH3:13])([CH3:12])[CH2:8][C:7]=2[CH:6]=[C:5]([CH:14]=O)[CH:4]=1.[I-].[CH:17]([P+](C1C=CC=CC=1)(C1C=CC=CC=1)C1C=CC=CC=1)([CH3:19])[CH3:18].[H-].[Na+].[Cl-].[NH4+]. Given the product [CH3:1][O:2][C:3]1[C:11]2[O:10][C:9]([CH3:12])([CH3:13])[CH2:8][C:7]=2[CH:6]=[C:5]([CH:14]=[C:17]([CH3:19])[CH3:18])[CH:4]=1, predict the reactants needed to synthesize it. (4) Given the product [CH3:1][O:2][C:3]1[CH:19]=[CH:18][C:6]([C:7]2[CH:9]3[CH:10]([CH2:11][C:12](=[CH2:14])[CH2:13]3)[C:15](=[O:17])[CH:16]=2)=[CH:5][CH:4]=1, predict the reactants needed to synthesize it. The reactants are: [CH3:1][O:2][C:3]1[CH:19]=[CH:18][C:6]([C:7]([CH:9]2[CH2:13][C:12](=[CH2:14])[CH2:11][CH:10]2[C:15](=[O:17])[CH3:16])=O)=[CH:5][CH:4]=1.C[O-].[Na+].CO. (5) Given the product [C:27]([N:35]1[CH2:33][C:14]2=[C:7]3[C:8](=[CH:11][CH:12]=[CH:13]2)[CH:9]2[CH2:10][CH2:4][CH2:1][CH:2]2[CH2:15][N:6]3[CH2:17][CH2:21]1)(=[O:28])[CH3:26], predict the reactants needed to synthesize it. The reactants are: [C:1]([C:4]1[CH:10]=[CH:9][C:8]2[CH:11]=[CH:12][CH:13]=[CH:14][C:7]=2[NH:6]N=1)(=O)[CH3:2].[CH2:15]=O.[CH:17]1[CH2:21]CCC=1.B(F)(F)F.[CH3:26][CH2:27][O:28]CC.[OH-].[Na+].[C:33](#[N:35])C. (6) Given the product [OH:10][C:8]1[CH:9]=[C:4]([C:2]2[CH:1]=[CH:14][C:13](=[O:17])[NH:12][N:11]=2)[CH:5]=[CH:6][CH:7]=1, predict the reactants needed to synthesize it. The reactants are: [CH3:1][C:2]([C:4]1[CH:5]=[CH:6][CH:7]=[C:8]([OH:10])[CH:9]=1)=O.[N:11]1[NH:12][C:13](=[O:17])[CH:14]=CC=1.